This data is from Full USPTO retrosynthesis dataset with 1.9M reactions from patents (1976-2016). The task is: Predict the reactants needed to synthesize the given product. (1) Given the product [O:33]1[CH2:37][CH:36]=[CH:35][CH:34]1[C:2]1[C:10]2[C:9]([C:11]3[CH:16]=[CH:15][CH:14]=[C:13]([N+:17]([O-:19])=[O:18])[CH:12]=3)=[N:8][CH:7]=[N:6][C:5]=2[N:4]([CH2:20][O:21][CH2:22][CH2:23][Si:24]([CH3:27])([CH3:26])[CH3:25])[CH:3]=1, predict the reactants needed to synthesize it. The reactants are: Br[C:2]1[C:10]2[C:9]([C:11]3[CH:16]=[CH:15][CH:14]=[C:13]([N+:17]([O-:19])=[O:18])[CH:12]=3)=[N:8][CH:7]=[N:6][C:5]=2[N:4]([CH2:20][O:21][CH2:22][CH2:23][Si:24]([CH3:27])([CH3:26])[CH3:25])[CH:3]=1.CC([O-])=O.[Na+].[O:33]1[CH:37]=[CH:36][CH2:35][CH2:34]1. (2) The reactants are: [Br:1][C:2]1[CH:3]=[CH:4][C:5](=[O:8])[NH:6][CH:7]=1.[H-].[Na+].I[CH3:12]. Given the product [Br:1][C:2]1[CH:3]=[CH:4][C:5](=[O:8])[N:6]([CH3:12])[CH:7]=1, predict the reactants needed to synthesize it. (3) Given the product [Cl:1][C:2]1[CH:3]=[N+:4]([O-:40])[CH:5]=[C:6]([Cl:39])[C:7]=1[CH2:8][C@@H:9]([C:24]1[CH:29]=[CH:28][C:27]([O:30][CH:31]([F:33])[F:32])=[C:26]([O:34][CH2:35][CH:36]2[CH2:38][CH2:37]2)[CH:25]=1)[O:10][C:11](=[O:23])[N:12]([C:13]1[CH:18]=[CH:17][C:16]([O:19][CH3:20])=[C:15]([O:21][CH3:22])[CH:14]=1)[CH3:44], predict the reactants needed to synthesize it. The reactants are: [Cl:1][C:2]1[CH:3]=[N+:4]([O-:40])[CH:5]=[C:6]([Cl:39])[C:7]=1[CH2:8][C@@H:9]([C:24]1[CH:29]=[CH:28][C:27]([O:30][CH:31]([F:33])[F:32])=[C:26]([O:34][CH2:35][CH:36]2[CH2:38][CH2:37]2)[CH:25]=1)[O:10][C:11](=[O:23])[NH:12][C:13]1[CH:18]=[CH:17][C:16]([O:19][CH3:20])=[C:15]([O:21][CH3:22])[CH:14]=1.[H-].[Na+].I[CH3:44]. (4) Given the product [Cl:52][C:47]1[CH:46]=[C:45]([CH:50]=[CH:49][C:48]=1[Cl:51])[CH2:44][O:43][C:40]1[CH:39]=[CH:38][C:37]([C@H:35]2[CH2:34][O:33][C:29]3=[CH:30][C:31]4[CH2:32][C@@H:23]([C:21]([NH:20][C@@H:4]([CH2:5][C:6]5[CH:11]=[CH:10][C:9]([C:12]6[CH:17]=[CH:16][N:15]=[C:14]([CH3:18])[C:13]=6[CH3:19])=[CH:8][CH:7]=5)[C:3]([OH:2])=[O:53])=[O:22])[N:24]([C:21](=[O:22])[NH:20][C@H:4]([C:54]5[CH:59]=[CH:58][CH:57]=[CH:56][CH:55]=5)[CH3:3])[CH2:25][C:26]=4[CH:27]=[C:28]3[O:36]2)=[CH:42][CH:41]=1, predict the reactants needed to synthesize it. The reactants are: C[O:2][C:3](=[O:53])[C@@H:4]([NH:20][C:21]([C@@H:23]1[CH2:32][C:31]2[CH:30]=[C:29]3[O:33][CH2:34][C@H:35]([C:37]4[CH:42]=[CH:41][C:40]([O:43][CH2:44][C:45]5[CH:50]=[CH:49][C:48]([Cl:51])=[C:47]([Cl:52])[CH:46]=5)=[CH:39][CH:38]=4)[O:36][C:28]3=[CH:27][C:26]=2[CH2:25][NH:24]1)=[O:22])[CH2:5][C:6]1[CH:11]=[CH:10][C:9]([C:12]2[CH:17]=[CH:16][N:15]=[C:14]([CH3:18])[C:13]=2[CH3:19])=[CH:8][CH:7]=1.[CH:54]1[CH:59]=[CH:58][CH:57]=[CH:56][CH:55]=1. (5) Given the product [CH2:12]([O:19][C:20]1[CH:21]=[C:22]([C:23]2[S:4][C:3]3[CH:5]=[CH:6][CH:7]=[CH:8][C:2]=3[C:1](=[O:10])[N:24]=2)[CH:25]=[CH:26][N:27]=1)[C:13]1[CH:14]=[CH:15][CH:16]=[CH:17][CH:18]=1, predict the reactants needed to synthesize it. The reactants are: [C:1]([O:10]C)(=O)[C:2]1[C:3](=[CH:5][CH:6]=[CH:7][CH:8]=1)[SH:4].[CH2:12]([O:19][C:20]1[CH:21]=[C:22]([CH:25]=[CH:26][N:27]=1)[C:23]#[N:24])[C:13]1[CH:18]=[CH:17][CH:16]=[CH:15][CH:14]=1.C(N(CC)CC)C. (6) Given the product [NH2:18][C:10]1[O:11][C:12]([CH3:16])([CH3:17])[C:13]([F:14])([F:15])[C@:8]([C:6]2[CH:7]=[C:2]([NH:1][C:31]([C:28]3[CH:27]=[CH:26][C:25]([O:24][CH2:23][C:22]([F:37])([F:21])[CH:34]([F:36])[F:35])=[CH:30][N:29]=3)=[O:32])[CH:3]=[CH:4][C:5]=2[F:20])([CH3:19])[N:9]=1, predict the reactants needed to synthesize it. The reactants are: [NH2:1][C:2]1[CH:3]=[CH:4][C:5]([F:20])=[C:6]([C@:8]2([CH3:19])[C:13]([F:15])([F:14])[C:12]([CH3:17])([CH3:16])[O:11][C:10]([NH2:18])=[N:9]2)[CH:7]=1.[F:21][C:22]([F:37])([CH:34]([F:36])[F:35])[CH2:23][O:24][C:25]1[CH:26]=[CH:27][C:28]([C:31](O)=[O:32])=[N:29][CH:30]=1. (7) Given the product [NH2:1][C:3]1[C:4]2[C:11]([I:12])=[CH:10][N:9]([C@@H:13]3[CH2:16][C@H:15]([CH2:17][OH:18])[CH2:14]3)[C:5]=2[N:6]=[CH:7][N:8]=1, predict the reactants needed to synthesize it. The reactants are: [NH3:1].Cl[C:3]1[C:4]2[C:11]([I:12])=[CH:10][N:9]([C@@H:13]3[CH2:16][C@H:15]([CH2:17][OH:18])[CH2:14]3)[C:5]=2[N:6]=[CH:7][N:8]=1.C(=O)=O.CC(C)=O. (8) Given the product [NH2:1][C:2]1[C:10]([N+:11]([O-:13])=[O:12])=[CH:9][C:8]([Cl:14])=[CH:7][C:3]=1[C:4]([O:6][CH2:35][C:22]1([C:19]2[CH:20]=[CH:21][C:16]([F:15])=[CH:17][CH:18]=2)[CH2:23][CH2:24][N:25]([C:28]([O:30][C:31]([CH3:32])([CH3:33])[CH3:34])=[O:29])[CH2:26][CH2:27]1)=[O:5], predict the reactants needed to synthesize it. The reactants are: [NH2:1][C:2]1[C:10]([N+:11]([O-:13])=[O:12])=[CH:9][C:8]([Cl:14])=[CH:7][C:3]=1[C:4]([OH:6])=[O:5].[F:15][C:16]1[CH:21]=[CH:20][C:19]([C:22]2([CH2:35]O)[CH2:27][CH2:26][N:25]([C:28]([O:30][C:31]([CH3:34])([CH3:33])[CH3:32])=[O:29])[CH2:24][CH2:23]2)=[CH:18][CH:17]=1.CN(C1C=CC=CN=1)C.Cl.C(N=C=NCCCN(C)C)C. (9) Given the product [NH2:1][C:4]1[CH:22]=[CH:21][C:7]([CH2:8][NH:9][S:10]([NH:13][C:14](=[O:20])[O:15][C:16]([CH3:18])([CH3:19])[CH3:17])(=[O:12])=[O:11])=[CH:6][CH:5]=1, predict the reactants needed to synthesize it. The reactants are: [N+:1]([C:4]1[CH:22]=[CH:21][C:7]([CH2:8][NH:9][S:10]([NH:13][C:14](=[O:20])[O:15][C:16]([CH3:19])([CH3:18])[CH3:17])(=[O:12])=[O:11])=[CH:6][CH:5]=1)([O-])=O.[H][H]. (10) The reactants are: [CH3:1][O:2][C:3](=[O:12])[C:4]1[CH:9]=[C:8](I)[CH:7]=[C:6]([Br:11])[CH:5]=1.[Br-].[CH3:14][C:15]1[CH:16]=[CH:17][C:18]([Zn+])=[N:19][CH:20]=1.C(=O)(O)[O-].[Na+]. Given the product [Br:11][C:6]1[CH:5]=[C:4]([CH:9]=[C:8]([C:18]2[CH:17]=[CH:16][C:15]([CH3:14])=[CH:20][N:19]=2)[CH:7]=1)[C:3]([O:2][CH3:1])=[O:12], predict the reactants needed to synthesize it.